This data is from Reaction yield outcomes from USPTO patents with 853,638 reactions. The task is: Predict the reaction yield, written as a fraction of the theoretical maximum amount of product (1.0 means a 100% yield; for example, 0.34 means a 34% yield). (1) The reactants are [CH2:1]([O:4][C:5]1([CH3:36])[CH2:10][CH2:9][N:8]([C:11]2[N:16]3[N:17]=[C:18]([CH2:20][N:21]=[N+:22]=[N-:23])[CH:19]=[C:15]3[N:14]=[C:13]([CH3:24])[C:12]=2[C@H:25]([O:31][C:32]([CH3:35])([CH3:34])[CH3:33])[C:26]([O:28][CH2:29][CH3:30])=[O:27])[CH2:7][CH2:6]1)[CH:2]=[CH2:3].[CH2:37]([O:40][C:41]1([C:47]#[CH:48])[CH2:46][CH2:45][CH2:44][CH2:43][CH2:42]1)[CH:38]=[CH2:39].O=C1O[C@H]([C@H](CO)O)C([O-])=C1O.[Na+]. The catalyst is CO. The product is [CH2:1]([O:4][C:5]1([CH3:36])[CH2:10][CH2:9][N:8]([C:11]2[N:16]3[N:17]=[C:18]([CH2:20][N:21]4[CH:48]=[C:47]([C:41]5([O:40][CH2:37][CH:38]=[CH2:39])[CH2:42][CH2:43][CH2:44][CH2:45][CH2:46]5)[N:23]=[N:22]4)[CH:19]=[C:15]3[N:14]=[C:13]([CH3:24])[C:12]=2[C@H:25]([O:31][C:32]([CH3:35])([CH3:34])[CH3:33])[C:26]([O:28][CH2:29][CH3:30])=[O:27])[CH2:7][CH2:6]1)[CH:2]=[CH2:3]. The yield is 0.360. (2) The reactants are Br[C:2]1[CH:15]=[CH:14][C:13]2[C:4](=[C:5]([C:22]3[CH:27]=[CH:26][CH:25]=[CH:24][CH:23]=3)[C:6]3[C:11]([C:12]=2[C:16]2[CH:21]=[CH:20][CH:19]=[CH:18][CH:17]=2)=[CH:10][CH:9]=[CH:8][CH:7]=3)[CH:3]=1.C([Li])CCC.[B:33](OCC)([O:37]CC)[O:34]CC.Cl. The catalyst is C1COCC1.CCCCCC. The product is [C:16]1([C:12]2[C:11]3[C:6]([C:5]([C:4]4[CH:13]=[CH:14][CH:15]=[CH:2][CH:3]=4)=[C:22]4[C:23]=2[CH:24]=[C:25]([B:33]([OH:37])[OH:34])[CH:26]=[CH:27]4)=[CH:7][CH:8]=[CH:9][CH:10]=3)[CH:21]=[CH:20][CH:19]=[CH:18][CH:17]=1. The yield is 0.720. (3) The reactants are Cl[C:2]1[C:7]([C:8]#[N:9])=[CH:6][N:5]=[C:4]([S:10][CH3:11])[N:3]=1.CCN(C(C)C)C(C)C.Cl.[C:22]12([NH2:28])[CH2:27][CH:25]([CH2:26]1)[CH2:24][CH2:23]2. The catalyst is O1CCOCC1.[Cl-].[Na+].O. The product is [C:22]12([NH:28][C:2]3[C:7]([C:8]#[N:9])=[CH:6][N:5]=[C:4]([S:10][CH3:11])[N:3]=3)[CH2:27][CH:25]([CH2:26]1)[CH2:24][CH2:23]2. The yield is 0.890. (4) The reactants are [CH2:1]([O:3][C:4](=[O:17])[CH:5]=[CH:6][C:7]1[CH:12]=[CH:11][C:10]([C:13]([CH3:16])([CH3:15])[CH3:14])=[CH:9][CH:8]=1)[CH3:2]. The product is [C:13]([C:10]1[CH:9]=[CH:8][C:7]([CH2:6][CH2:5][C:4]([O:3][CH2:1][CH3:2])=[O:17])=[CH:12][CH:11]=1)([CH3:16])([CH3:14])[CH3:15]. The catalyst is CO.CCOCC.[Pd]. The yield is 0.930. (5) The reactants are [Cl:1][C:2]1[CH:3]=[C:4]2[C:9](=[C:10](F)[CH:11]=1)[N:8]=[CH:7][CH:6]=[CH:5]2.[OH:13][CH:14]1[CH2:19][CH2:18][N:17]([C:20]([O:22][C:23]([CH3:26])([CH3:25])[CH3:24])=[O:21])[CH2:16][CH2:15]1.CC(C)([O-])C.[Na+].O. The catalyst is CN1C(=O)CCC1. The product is [Cl:1][C:2]1[CH:3]=[C:4]2[C:9](=[C:10]([O:13][CH:14]3[CH2:15][CH2:16][N:17]([C:20]([O:22][C:23]([CH3:26])([CH3:25])[CH3:24])=[O:21])[CH2:18][CH2:19]3)[CH:11]=1)[N:8]=[CH:7][CH:6]=[CH:5]2. The yield is 0.630. (6) The reactants are O.[OH-].[Li+].C([O:6][C:7]([C:9]1[N:10]=[C:11]([CH:14]([NH:16][C:17](=[O:23])[O:18][C:19]([CH3:22])([CH3:21])[CH3:20])[CH3:15])[S:12][CH:13]=1)=[O:8])C. The catalyst is C1COCC1.O. The product is [C:19]([O:18][C:17](=[O:23])[NH:16][CH:14]([C:11]1[S:12][CH:13]=[C:9]([C:7]([OH:8])=[O:6])[N:10]=1)[CH3:15])([CH3:20])([CH3:21])[CH3:22]. The yield is 0.640. (7) The reactants are [CH3:1][O:2][C:3]([C:5]1[S:9][C:8]2[CH:10]=[C:11](Br)[CH:12]=[CH:13][C:7]=2[C:6]=1[O:15][CH2:16][C:17]([O:19][CH2:20][CH3:21])=[O:18])=[O:4].[CH3:22][O:23][C:24]1[CH:29]=[CH:28][CH:27]=[CH:26][C:25]=1B(O)O.[F-].[K+]. The catalyst is C1C=CC(/C=C/C(/C=C/C2C=CC=CC=2)=O)=CC=1.C1C=CC(/C=C/C(/C=C/C2C=CC=CC=2)=O)=CC=1.C1C=CC(/C=C/C(/C=C/C2C=CC=CC=2)=O)=CC=1.[Pd].[Pd]. The product is [CH3:1][O:2][C:3]([C:5]1[S:9][C:8]2[CH:10]=[C:11]([C:25]3[CH:26]=[CH:27][CH:28]=[CH:29][C:24]=3[O:23][CH3:22])[CH:12]=[CH:13][C:7]=2[C:6]=1[O:15][CH2:16][C:17]([O:19][CH2:20][CH3:21])=[O:18])=[O:4]. The yield is 0.840. (8) The reactants are [F:1][C:2]([F:9])([F:8])/[CH:3]=[CH:4]/[C:5](O)=[O:6].C(Cl)(=O)C(Cl)=O.[NH2:16][CH2:17][CH2:18][NH:19][C:20]1[N:24]=[C:23]([N:25]([CH3:27])[CH3:26])[N:22]([CH3:28])[N:21]=1.ClCCl. The catalyst is ClCCl.C(OCC)(=O)C.CN(C=O)C. The product is [CH3:26][N:25]([CH3:27])[C:23]1[N:22]([CH3:28])[N:21]=[C:20]([NH:19][CH2:18][CH2:17][NH:16][C:5](=[O:6])/[CH:4]=[CH:3]/[C:2]([F:9])([F:8])[F:1])[N:24]=1. The yield is 0.260.